This data is from Full USPTO retrosynthesis dataset with 1.9M reactions from patents (1976-2016). The task is: Predict the reactants needed to synthesize the given product. Given the product [CH2:15]([C:7]1[C:6]([CH2:4][OH:3])=[C:10]2[CH:11]=[CH:12][CH:13]=[CH:14][N:9]2[N:8]=1)[CH3:16], predict the reactants needed to synthesize it. The reactants are: C([O:3][C:4]([C:6]1[C:7]([CH2:15][CH3:16])=[N:8][N:9]2[CH:14]=[CH:13][CH:12]=[CH:11][C:10]=12)=O)C.[H-].[Al+3].[Li+].[H-].[H-].[H-].O.